This data is from Catalyst prediction with 721,799 reactions and 888 catalyst types from USPTO. The task is: Predict which catalyst facilitates the given reaction. (1) Reactant: [NH2:1]/[C:2](=[C:5](\[NH2:8])/[C:6]#[N:7])/[C:3]#[N:4].O=[C:10]([CH2:15][CH3:16])[C:11](OC)=[O:12]. Product: [CH2:15]([C:10]1[C:11](=[O:12])[NH:1][C:2]([C:3]#[N:4])=[C:5]([C:6]#[N:7])[N:8]=1)[CH3:16]. The catalyst class is: 6. (2) Reactant: [P:1](=[O:5])([OH:4])([OH:3])[OH:2].C(N(CC)CC)C.Cl[CH2:14][O:15][C:16]1[C:21]([CH:22]([CH3:24])[CH3:23])=[CH:20][CH:19]=[CH:18][C:17]=1[C@@H:25]([CH:27]1[CH2:30][CH2:29][CH2:28]1)[CH3:26]. Product: [P:1]([OH:4])([OH:3])([O:2][CH2:14][O:15][C:16]1[C:21]([CH:22]([CH3:24])[CH3:23])=[CH:20][CH:19]=[CH:18][C:17]=1[C@@H:25]([CH:27]1[CH2:28][CH2:29][CH2:30]1)[CH3:26])=[O:5]. The catalyst class is: 10. (3) Reactant: [Cl:1][C:2]1[CH:3]=[CH:4][C:5]([N+:15]([O-])=O)=[C:6]([C:8]2[CH:13]=[CH:12][C:11]([F:14])=[CH:10][CH:9]=2)[CH:7]=1.[Cl-].[NH4+].C(OCC)(=O)C. Product: [Cl:1][C:2]1[CH:7]=[C:6]([C:8]2[CH:13]=[CH:12][C:11]([F:14])=[CH:10][CH:9]=2)[C:5]([NH2:15])=[CH:4][CH:3]=1. The catalyst class is: 186. (4) Reactant: [Br:1][C:2]1[CH:7]=[CH:6][C:5]([C:8]2[CH:9]=[N:10][NH:11][CH:12]=2)=[CH:4][CH:3]=1.C(=O)(OC(C)(C)C)[O:14][C:15]([O:17][C:18]([CH3:21])([CH3:20])[CH3:19])=O. Product: [Br:1][C:2]1[CH:3]=[CH:4][C:5]([C:8]2[CH:12]=[N:11][N:10]([C:15]([O:17][C:18]([CH3:21])([CH3:20])[CH3:19])=[O:14])[CH:9]=2)=[CH:6][CH:7]=1. The catalyst class is: 251. (5) Product: [NH2:12][C:5]1[CH:4]=[C:3]([O:2][CH3:1])[CH:11]=[CH:10][C:6]=1[C:7]([O:9][CH3:13])=[O:8]. Reactant: [CH3:1][O:2][C:3]1[CH:4]=[C:5]([NH2:12])[C:6](=[CH:10][CH:11]=1)[C:7]([OH:9])=[O:8].[CH3:13][Si](C=[N+]=[N-])(C)C. The catalyst class is: 111. (6) Reactant: [BH4-].[Na+].FC(F)(F)C(O)=O.[O:10]=[C:11]([N:25]1[CH2:30][CH2:29][N:28]2[C:31]([C:34]([F:37])([F:36])[F:35])=[N:32][N:33]=[C:27]2[CH2:26]1)[CH:12]=[C:13]([NH2:24])[CH2:14][C:15]1[CH:20]=[C:19]([F:21])[C:18]([F:22])=[CH:17][C:16]=1[F:23].N. Product: [O:10]=[C:11]([N:25]1[CH2:30][CH2:29][N:28]2[C:31]([C:34]([F:37])([F:36])[F:35])=[N:32][N:33]=[C:27]2[CH2:26]1)[CH2:12][CH:13]([NH2:24])[CH2:14][C:15]1[CH:20]=[C:19]([F:21])[C:18]([F:22])=[CH:17][C:16]=1[F:23]. The catalyst class is: 90. (7) Reactant: [F:1][C:2]([F:15])([F:14])[C:3]1[N:8]=[CH:7][C:6]([NH:9][C:10](=[O:13])OC)=[CH:5][CH:4]=1.[CH3:16][C@H:17]1[CH2:22][NH:21][C@H:20]([CH3:23])[CH2:19][N:18]1[C:24]1[CH:31]=[CH:30][C:27]([C:28]#[N:29])=[C:26]([O:32][CH3:33])[CH:25]=1.C1CCN2C(=NCCC2)CC1. Product: [C:28]([C:27]1[CH:30]=[CH:31][C:24]([N:18]2[C@@H:17]([CH3:16])[CH2:22][N:21]([C:10]([NH:9][C:6]3[CH:7]=[N:8][C:3]([C:2]([F:1])([F:14])[F:15])=[CH:4][CH:5]=3)=[O:13])[C@H:20]([CH3:23])[CH2:19]2)=[CH:25][C:26]=1[O:32][CH3:33])#[N:29]. The catalyst class is: 11. (8) Reactant: [Br:1][C:2]1[NH:10][C:9]2[C:4](=[N:5][CH:6]=[N:7][C:8]=2[NH2:11])[N:3]=1.[C:12]([N:15]1[CH2:20][CH2:19][CH:18]([CH2:21][CH2:22]OS(C2C=CC(C)=CC=2)(=O)=O)[CH2:17][CH2:16]1)(=[O:14])[CH3:13]. Product: [C:12]([N:15]1[CH2:20][CH2:19][CH:18]([CH2:21][CH2:22][N:3]2[C:2]([Br:1])=[N:10][C:9]3[C:4]2=[N:5][CH:6]=[N:7][C:8]=3[NH2:11])[CH2:17][CH2:16]1)(=[O:14])[CH3:13].[C:12]([N:15]1[CH2:20][CH2:19][CH:18]([CH2:21][CH2:22][N:5]2[C:4]3[C:9]([N:10]=[C:2]([Br:1])[N:3]=3)=[C:8]([NH2:11])[N:7]=[CH:6]2)[CH2:17][CH2:16]1)(=[O:14])[CH3:13]. The catalyst class is: 1. (9) Reactant: C[Si]([N-][Si](C)(C)C)(C)C.[Na+].O1CCCC1.[CH3:16][O:17][C:18]1[CH:19]=[C:20]2[C:25](=[CH:26][C:27]=1[O:28][CH2:29][CH2:30][N:31]1[CH2:36][CH2:35][O:34][CH2:33][CH2:32]1)[N:24]=[CH:23][N:22]=[C:21]2OC1C(F)=C(F)C(F)=C(F)C=1F.[Cl:49][C:50]1[CH:58]=[C:57]([C:59]#[C:60][CH2:61][O:62][CH3:63])[C:53]2[O:54][CH2:55][O:56][C:52]=2[C:51]=1[NH2:64].[Cl-].[NH4+]. Product: [Cl:49][C:50]1[CH:58]=[C:57]([C:59]#[C:60][CH2:61][O:62][CH3:63])[C:53]2[O:54][CH2:55][O:56][C:52]=2[C:51]=1[NH:64][C:21]1[C:20]2[C:25](=[CH:26][C:27]([O:28][CH2:29][CH2:30][N:31]3[CH2:32][CH2:33][O:34][CH2:35][CH2:36]3)=[C:18]([O:17][CH3:16])[CH:19]=2)[N:24]=[CH:23][N:22]=1. The catalyst class is: 9. (10) Reactant: [CH3:1][CH:2]1[CH:6]([CH3:7])[O:5][C:4]2([CH2:12][C:11]([CH3:17])([C:13]([F:16])([F:15])[F:14])[C:10](=[O:18])[C:9]([CH3:19])=[CH:8]2)[O:3]1.O1CC[CH2:22][CH2:21]1. Product: [C:21]([C:10]1([OH:18])[C:11]([CH3:17])([C:13]([F:16])([F:14])[F:15])[CH2:12][C:4]2([O:3][CH:2]([CH3:1])[CH:6]([CH3:7])[O:5]2)[CH:8]=[C:9]1[CH3:19])#[CH:22]. The catalyst class is: 6.